From a dataset of Catalyst prediction with 721,799 reactions and 888 catalyst types from USPTO. Predict which catalyst facilitates the given reaction. Reactant: [CH3:1][O:2][C:3](=[O:23])[C@@H:4]([CH:17]1[CH2:22][CH2:21][CH2:20][CH2:19][CH2:18]1)[NH:5][C:6](=[O:16])[C:7]1[CH:12]=[CH:11][CH:10]=[CH:9][C:8]=1[N+:13]([O-])=O. Product: [CH3:1][O:2][C:3](=[O:23])[C@H:4]([NH:5][C:6](=[O:16])[C:7]1[CH:12]=[CH:11][CH:10]=[CH:9][C:8]=1[NH2:13])[CH:17]1[CH2:22][CH2:21][CH2:20][CH2:19][CH2:18]1. The catalyst class is: 50.